From a dataset of Full USPTO retrosynthesis dataset with 1.9M reactions from patents (1976-2016). Predict the reactants needed to synthesize the given product. (1) Given the product [CH2:1]([O:8][C:9](=[O:30])[CH:10]([O:18][NH2:19])[CH2:11][C:12]1[CH:17]=[CH:16][CH:15]=[CH:14][CH:13]=1)[C:2]1[CH:3]=[CH:4][CH:5]=[CH:6][CH:7]=1, predict the reactants needed to synthesize it. The reactants are: [CH2:1]([O:8][C:9](=[O:30])[CH:10]([O:18][N:19]1C(=O)C2C(=CC=CC=2)C1=O)[CH2:11][C:12]1[CH:17]=[CH:16][CH:15]=[CH:14][CH:13]=1)[C:2]1[CH:7]=[CH:6][CH:5]=[CH:4][CH:3]=1.O.NN. (2) Given the product [Cl:17][CH2:13][C:3]1[C:4]([C:7]2[CH:12]=[CH:11][CH:10]=[CH:9][CH:8]=2)=[N:5][O:6][C:2]=1[CH3:1], predict the reactants needed to synthesize it. The reactants are: [CH3:1][C:2]1[O:6][N:5]=[C:4]([C:7]2[CH:12]=[CH:11][CH:10]=[CH:9][CH:8]=2)[C:3]=1[CH2:13]O.S(Cl)([Cl:17])=O. (3) Given the product [NH2:1][C:2]1[C:7]([C:8]#[C:9][C:10]2[CH:19]=[CH:18][C:13]([C:14]([O:16][CH3:17])=[O:15])=[CH:12][N:11]=2)=[C:6]([NH:21][C@H:22]([C:24]2[N:33]([C:34]3[CH:35]=[CH:36][CH:37]=[CH:38][CH:39]=3)[C:32](=[O:40])[C:31]3[C:26](=[CH:27][CH:28]=[CH:29][C:30]=3[Cl:41])[N:25]=2)[CH3:23])[N:5]=[CH:4][N:3]=1, predict the reactants needed to synthesize it. The reactants are: [NH2:1][C:2]1[C:7]([C:8]#[C:9][C:10]2[CH:19]=[CH:18][C:13]([C:14]([O:16][CH3:17])=[O:15])=[CH:12][N:11]=2)=[C:6](Cl)[N:5]=[CH:4][N:3]=1.[NH2:21][C@H:22]([C:24]1[N:33]([C:34]2[CH:39]=[CH:38][CH:37]=[CH:36][CH:35]=2)[C:32](=[O:40])[C:31]2[C:26](=[CH:27][CH:28]=[CH:29][C:30]=2[Cl:41])[N:25]=1)[CH3:23].[F-].[K+].CCN(C(C)C)C(C)C.